Task: Regression. Given two drug SMILES strings and cell line genomic features, predict the synergy score measuring deviation from expected non-interaction effect.. Dataset: NCI-60 drug combinations with 297,098 pairs across 59 cell lines (1) Drug 1: C1=CC(=C2C(=C1NCCNCCO)C(=O)C3=C(C=CC(=C3C2=O)O)O)NCCNCCO. Drug 2: CC1=CC2C(CCC3(C2CCC3(C(=O)C)OC(=O)C)C)C4(C1=CC(=O)CC4)C. Cell line: OVCAR-5. Synergy scores: CSS=32.6, Synergy_ZIP=11.6, Synergy_Bliss=10.7, Synergy_Loewe=-20.8, Synergy_HSA=7.85. (2) Drug 1: CC1=C2C(C(=O)C3(C(CC4C(C3C(C(C2(C)C)(CC1OC(=O)C(C(C5=CC=CC=C5)NC(=O)OC(C)(C)C)O)O)OC(=O)C6=CC=CC=C6)(CO4)OC(=O)C)O)C)O. Drug 2: C1CC(=O)NC(=O)C1N2C(=O)C3=CC=CC=C3C2=O. Cell line: NCIH23. Synergy scores: CSS=-4.40, Synergy_ZIP=-2.88, Synergy_Bliss=-7.76, Synergy_Loewe=-21.7, Synergy_HSA=-9.56.